Predict the reactants needed to synthesize the given product. From a dataset of Full USPTO retrosynthesis dataset with 1.9M reactions from patents (1976-2016). (1) Given the product [Br:1][C:2]1[CH:3]=[C:4]([C:13]([N:49]2[CH2:48][CH2:47][N:46]([C:40]3[CH:39]=[C:38]([O:37][CH3:36])[CH:43]=[C:42]([O:44][CH3:45])[CH:41]=3)[CH2:51][CH2:50]2)=[O:15])[N:5]([C:7]2[CH:8]=[CH:9][CH:10]=[CH:11][CH:12]=2)[N:6]=1, predict the reactants needed to synthesize it. The reactants are: [Br:1][C:2]1[CH:3]=[C:4]([C:13]([O:15]CC)=O)[N:5]([C:7]2[CH:12]=[CH:11][CH:10]=[CH:9][CH:8]=2)[N:6]=1.BrC1C=C(C(OCC)=O)N(C2C=CC(Br)=CC=2)N=1.[CH3:36][O:37][C:38]1[CH:39]=[C:40]([N:46]2[CH2:51][CH2:50][NH:49][CH2:48][CH2:47]2)[CH:41]=[C:42]([O:44][CH3:45])[CH:43]=1. (2) Given the product [NH2:19][C:16]1[N:17]=[CH:18][C:13]([C:11]#[C:12][C:3]2[C:4]([NH2:9])=[N:5][C:6]([NH2:8])=[N:7][C:2]=2[Cl:1])=[CH:14][CH:15]=1, predict the reactants needed to synthesize it. The reactants are: [Cl:1][C:2]1[N:7]=[C:6]([NH2:8])[N:5]=[C:4]([NH2:9])[C:3]=1I.[C:11]([C:13]1[CH:14]=[CH:15][C:16]([NH2:19])=[N:17][CH:18]=1)#[CH:12].C(N(CC)CC)C. (3) Given the product [OH:63][C@@H:61]([C@H:60]1[C:59](=[O:64])[N:44]2[C:45]([C:46]([O:48][CH2:49][C:50]3[CH:55]=[CH:54][C:53]([N+:56]([O-:58])=[O:57])=[CH:52][CH:51]=3)=[O:47])=[C:41]([C:39]3[S:38][C:37]4=[C:33]([CH2:32][OH:31])[N:34]=[C:35]([CH3:66])[N:36]4[CH:40]=3)[C@H:42]([CH3:65])[C@H:43]12)[CH3:62], predict the reactants needed to synthesize it. The reactants are: [F-].C([N+](CCCC)(CCCC)CCCC)CCC.C1COCC1.[Si]([O:31][CH2:32][C:33]1[N:34]=[C:35]([CH3:66])[N:36]2[CH:40]=[C:39]([C:41]3[C@H:42]([CH3:65])[C@@H:43]4[C@@H:60]([C@H:61]([OH:63])[CH3:62])[C:59](=[O:64])[N:44]4[C:45]=3[C:46]([O:48][CH2:49][C:50]3[CH:55]=[CH:54][C:53]([N+:56]([O-:58])=[O:57])=[CH:52][CH:51]=3)=[O:47])[S:38][C:37]=12)(C(C)(C)C)(C)C.C(=O)([O-])O.[Na+]. (4) Given the product [Br:1][C:2]1[CH:3]=[C:4]([NH:10][C:11]2[CH:12]=[CH:13][C:14]([N:17]3[CH2:22][CH2:21][NH:20][CH2:19][CH2:18]3)=[CH:15][N:16]=2)[C:5](=[O:9])[N:6]([CH3:8])[CH:7]=1, predict the reactants needed to synthesize it. The reactants are: [Br:1][C:2]1[CH:3]=[C:4]([NH:10][C:11]2[N:16]=[CH:15][C:14]([N:17]3[CH2:22][CH2:21][N:20](C(OC(C)(C)C)=O)[CH2:19][CH2:18]3)=[CH:13][CH:12]=2)[C:5](=[O:9])[N:6]([CH3:8])[CH:7]=1. (5) Given the product [Cl:13][C:14]1[CH:19]=[C:18]([Cl:20])[CH:17]=[CH:16][C:15]=1[CH2:21][NH:22][C:23]([NH:1][C:2]1[CH:11]=[CH:10][CH:9]=[C:8]2[C:3]=1[CH:4]=[C:5]([CH3:12])[N:6]=[CH:7]2)=[O:24], predict the reactants needed to synthesize it. The reactants are: [NH2:1][C:2]1[CH:11]=[CH:10][CH:9]=[C:8]2[C:3]=1[CH:4]=[C:5]([CH3:12])[N:6]=[CH:7]2.[Cl:13][C:14]1[CH:19]=[C:18]([Cl:20])[CH:17]=[CH:16][C:15]=1[CH2:21][N:22]=[C:23]=[O:24]. (6) Given the product [NH2:32][C@H:29]1[CH2:30][CH2:31][C@H:26]([NH:25][C:13]2[C:12]3[C:17](=[CH:18][CH:19]=[C:10]([C:4]4[CH:3]=[C:2]([F:1])[C:7]([OH:8])=[C:6]([F:9])[CH:5]=4)[CH:11]=3)[N:16]=[CH:15][C:14]=2[C:20](=[O:24])[CH:21]([CH3:22])[CH3:23])[CH2:27][CH2:28]1, predict the reactants needed to synthesize it. The reactants are: [F:1][C:2]1[CH:3]=[C:4]([C:10]2[CH:11]=[C:12]3[C:17](=[CH:18][CH:19]=2)[N:16]=[CH:15][C:14]([C:20](=[O:24])[CH:21]([CH3:23])[CH3:22])=[C:13]3[NH:25][C@H:26]2[CH2:31][CH2:30][C@H:29]([NH:32]C(=O)OC(C)(C)C)[CH2:28][CH2:27]2)[CH:5]=[C:6]([F:9])[C:7]=1[OH:8].C(O)(C(F)(F)F)=O. (7) Given the product [Cl:1][C:2]1[CH:3]=[C:4]([CH:5]=[C:6]([N+:8]([O-:10])=[O:9])[CH:7]=1)[O:11][C:13]1[S:17][C:16]([CH:18]=[O:19])=[CH:15][CH:14]=1, predict the reactants needed to synthesize it. The reactants are: [Cl:1][C:2]1[CH:3]=[C:4]([OH:11])[CH:5]=[C:6]([N+:8]([O-:10])=[O:9])[CH:7]=1.Br[C:13]1[S:17][C:16]([CH:18]=[O:19])=[CH:15][CH:14]=1.C([O-])([O-])=O.[K+].[K+].